Task: Predict which catalyst facilitates the given reaction.. Dataset: Catalyst prediction with 721,799 reactions and 888 catalyst types from USPTO Reactant: [O:1]([CH2:9][C:10]1[C:11]2[N:12]([N:16]=[C:17]([C:19]([F:22])([F:21])[F:20])[N:18]=2)[CH:13]=[CH:14][CH:15]=1)[Si:2]([C:5]([CH3:8])([CH3:7])[CH3:6])([CH3:4])[CH3:3].C([Li])CCC.[I:28]CCI.C(=O)([O-])O.[Na+]. Product: [O:1]([CH2:9][C:10]1[C:11]2[N:12]([N:16]=[C:17]([C:19]([F:22])([F:21])[F:20])[N:18]=2)[C:13]([I:28])=[CH:14][CH:15]=1)[Si:2]([C:5]([CH3:8])([CH3:7])[CH3:6])([CH3:4])[CH3:3]. The catalyst class is: 134.